This data is from Forward reaction prediction with 1.9M reactions from USPTO patents (1976-2016). The task is: Predict the product of the given reaction. (1) Given the reactants Cl[C:2]1[C:11]2[C:6](=[CH:7][C:8]([O:12][CH3:13])=[CH:9][CH:10]=2)[CH:5]=[C:4]([NH:14][C:15]2[CH:19]=[CH:18][NH:17][N:16]=2)[N:3]=1.[CH3:20][CH:21]([CH3:24])[CH2:22][OH:23], predict the reaction product. The product is: [CH2:22]([O:23][C:2]1[C:11]2[C:6](=[CH:7][C:8]([O:12][CH3:13])=[CH:9][CH:10]=2)[CH:5]=[C:4]([NH:14][C:15]2[CH:19]=[CH:18][NH:17][N:16]=2)[N:3]=1)[CH:21]([CH3:24])[CH3:20]. (2) The product is: [CH3:1][O:2][C:3]1[CH:8]=[CH:7][C:6]([C:9]#[C:10][CH:11]([CH3:13])[CH3:12])=[C:5]([CH:4]=1)[NH2:14]. Given the reactants [CH3:1][O:2][C:3]1[CH:8]=[CH:7][C:6]([C:9]#[C:10][CH:11]([CH3:13])[CH3:12])=[C:5]([N+:14]([O-])=O)[CH:4]=1.Cl[Sn]Cl.[BH4-].[Na+], predict the reaction product. (3) Given the reactants [Cl:1][C:2]1[CH:7]=[CH:6][C:5]([Mg]Br)=[C:4]([CH3:10])[CH:3]=1.[C:11](#[N:18])[C:12]1[CH:17]=[CH:16][CH:15]=[CH:14][CH:13]=1, predict the reaction product. The product is: [Cl:1][C:2]1[CH:7]=[CH:6][C:5]([CH:11]([C:12]2[CH:17]=[CH:16][CH:15]=[CH:14][CH:13]=2)[NH2:18])=[C:4]([CH3:10])[CH:3]=1.